This data is from Reaction yield outcomes from USPTO patents with 853,638 reactions. The task is: Predict the reaction yield, written as a fraction of the theoretical maximum amount of product (1.0 means a 100% yield; for example, 0.34 means a 34% yield). (1) The reactants are [N:1]1[C:9]([NH2:10])=[C:8]2[C:4]([N:5]=[CH:6][NH:7]2)=[N:3][CH:2]=1.C1(=O)[O:16][C@H:14]([CH3:15])[CH2:13]O1.C1(C)C=CC=CC=1.CS(O)(=O)=O. The catalyst is CN(C=O)C.[OH-].[Na+]. The product is [OH:16][C@H:14]([CH3:15])[CH2:13][N:5]1[CH:6]=[N:7][C:8]2[C:4]1=[N:3][CH:2]=[N:1][C:9]=2[NH2:10]. The yield is 0.750. (2) The product is [CH2:1]([C:3]([NH:8][C:9]([NH2:11])=[S:10])([CH2:6][OH:7])[CH2:4][CH3:5])[CH3:2]. The catalyst is O1CCCC1.CO.O. The yield is 0.680. The reactants are [CH2:1]([C:3]([NH:8][C:9]([NH:11]C(=O)C1C=CC=CC=1)=[S:10])([CH2:6][OH:7])[CH2:4][CH3:5])[CH3:2].[Li+].[OH-]. (3) The reactants are [Cl-].[Sc+3:2].[Cl-].[Cl-].[CH3:5][N:6]([CH:8]([Li])[C:9]1[CH:14]=[CH:13][CH:12]=[CH:11][CH:10]=1)[CH3:7]. The catalyst is O1CCCC1. The product is [CH3:5][N:6]([CH:8]([Sc:2]([CH:8]([N:6]([CH3:7])[CH3:5])[C:9]1[CH:14]=[CH:13][CH:12]=[CH:11][CH:10]=1)[CH:8]([N:6]([CH3:7])[CH3:5])[C:9]1[CH:14]=[CH:13][CH:12]=[CH:11][CH:10]=1)[C:9]1[CH:14]=[CH:13][CH:12]=[CH:11][CH:10]=1)[CH3:7]. The yield is 0.800. (4) The reactants are [F:1][C:2]1[N:7]=[C:6](F)[CH:5]=[CH:4][N:3]=1.[CH3:9][O:10][C:11]1[CH:18]=[C:17]([O:19][CH3:20])[CH:16]=[CH:15][C:12]=1[CH2:13][NH2:14]. The catalyst is C1COCC1. The product is [CH3:9][O:10][C:11]1[CH:18]=[C:17]([O:19][CH3:20])[CH:16]=[CH:15][C:12]=1[CH2:13][NH:14][C:6]1[CH:5]=[CH:4][N:3]=[C:2]([F:1])[N:7]=1. The yield is 0.430. (5) The yield is 0.300. The catalyst is CCO. The reactants are CC[O-].[Na+].[CH3:5][N+:6]([O-:8])=[O:7].[Cl:9][C:10]1[CH:15]=[C:14](/[C:16](/[C:21]([F:24])([F:23])[F:22])=[CH:17]/[N+:18]([O-:20])=[O:19])[CH:13]=[C:12]([Cl:25])[CH:11]=1.Cl. The product is [Cl:9][C:10]1[CH:15]=[C:14]([C:16]([CH2:17][N+:18]([O-:20])=[O:19])([CH2:5][N+:6]([O-:8])=[O:7])[C:21]([F:24])([F:23])[F:22])[CH:13]=[C:12]([Cl:25])[CH:11]=1. (6) The yield is 0.0631. The reactants are C(=O)([O-])[O-].[Cs+].[Cs+].[S:7]1[C:11]2[CH:12]=[CH:13][CH:14]=[CH:15][C:10]=2[N:9]=[C:8]1[NH:16][C:17]1[CH:22]=[CH:21][C:20]([OH:23])=[CH:19][CH:18]=1.F[C:25]1[C:30]([C:31]2[CH2:36][CH2:35][CH:34]([OH:37])[CH2:33][CH:32]=2)=[CH:29][CH:28]=[CH:27][N:26]=1.CN1C(=O)CCC1. The product is [S:7]1[C:11]2[CH:12]=[CH:13][CH:14]=[CH:15][C:10]=2[N:9]=[C:8]1[NH:16][C:17]1[CH:22]=[CH:21][C:20]([O:23][C:25]2[C:30]([C:31]3[CH2:36][CH2:35][CH:34]([OH:37])[CH2:33][CH:32]=3)=[CH:29][CH:28]=[CH:27][N:26]=2)=[CH:19][CH:18]=1. The catalyst is C(OCC)(=O)C.